From a dataset of Reaction yield outcomes from USPTO patents with 853,638 reactions. Predict the reaction yield, written as a fraction of the theoretical maximum amount of product (1.0 means a 100% yield; for example, 0.34 means a 34% yield). (1) The reactants are [CH3:1][C:2]([SH:8])([CH3:7])[CH2:3][C:4]([OH:6])=[O:5].FC(F)(F)C(O)=O.[CH3:16][O:17][C:18]1[CH:25]=[C:24]([O:26][CH3:27])[CH:23]=[C:22]([O:28][CH3:29])[C:19]=1CO. The catalyst is C(Cl)Cl. The product is [CH3:1][C:2]([S:8][C:19]1[C:22]([O:28][CH3:29])=[CH:23][C:24]([O:26][CH3:27])=[CH:25][C:18]=1[O:17][CH3:16])([CH3:7])[CH2:3][C:4]([OH:6])=[O:5]. The yield is 0.700. (2) The reactants are [OH:1][C:2]1[CH:11]=[CH:10][C:5]([C:6]([O:8][CH3:9])=[O:7])=[CH:4][C:3]=1I.CN(C)C(=N)N(C)C.[C:21]1([C:27]#[CH:28])[CH:26]=[CH:25][CH:24]=[CH:23][CH:22]=1.Cl. The catalyst is CN(C=O)C.Cl[Pd](Cl)([P](C1C=CC=CC=1)(C1C=CC=CC=1)C1C=CC=CC=1)[P](C1C=CC=CC=1)(C1C=CC=CC=1)C1C=CC=CC=1. The product is [CH3:9][O:8][C:6]([C:5]1[CH:10]=[CH:11][C:2]2[O:1][C:27]([C:21]3[CH:26]=[CH:25][CH:24]=[CH:23][CH:22]=3)=[CH:28][C:3]=2[CH:4]=1)=[O:7]. The yield is 0.770. (3) The yield is 0.890. The product is [F:46][C:47]1[CH:48]=[C:49]([C:59]2[CH:60]=[C:61]3[C:67]([C:68]4[CH:69]=[N:70][N:71]([CH2:73][C:74]5[CH:79]=[CH:78][CH:77]=[C:76]([F:80])[CH:75]=5)[CH:72]=4)=[CH:66][N:65]([S:81]([C:84]4[CH:90]=[CH:89][C:87]([CH3:88])=[CH:86][CH:85]=4)(=[O:82])=[O:83])[C:62]3=[N:63][CH:64]=2)[CH:50]=[N:51][C:52]=1[N:53]1[CH2:58][CH2:57][N:56]([CH3:3])[CH2:55][CH2:54]1. The reactants are Cl.F[C:3]1C=C(C=CC=1)CN1C=C(C2C3C(=NC=C(C4C=CC(C5CCNCC5)=CC=4)C=3)N(S(C3C=CC(C)=CC=3)(=O)=O)C=2)C=N1.[F:46][C:47]1[CH:48]=[C:49]([C:59]2[CH:60]=[C:61]3[C:67]([C:68]4[CH:69]=[N:70][N:71]([CH2:73][C:74]5[CH:79]=[CH:78][CH:77]=[C:76]([F:80])[CH:75]=5)[CH:72]=4)=[CH:66][N:65]([S:81]([C:84]4[CH:90]=[CH:89][C:87]([CH3:88])=[CH:86][CH:85]=4)(=[O:83])=[O:82])[C:62]3=[N:63][CH:64]=2)[CH:50]=[N:51][C:52]=1[N:53]1[CH2:58][CH2:57][NH:56][CH2:55][CH2:54]1.C=O.[BH-](OC(C)=O)(OC(C)=O)OC(C)=O.[Na+]. The catalyst is C(O)(=O)C.ClC(Cl)C. (4) The reactants are [Cl:1][C:2]1[CH:3]=[C:4]([NH:17][C:18]2[C:23]([C:24]#[C:25][C:26]3[O:30][C:29]([CH:31]=O)=[CH:28][CH:27]=3)=[CH:22][N:21]=[CH:20][N:19]=2)[CH:5]=[CH:6][C:7]=1[O:8][CH2:9][C:10]1[CH:15]=[CH:14][CH:13]=[C:12]([F:16])[CH:11]=1.CC(O)=O.C(N(CC)CC)C.ClC(Cl)C.[NH2:48][CH2:49][CH2:50][C:51]#[N:52].C([BH3-])#N.[Na+]. The catalyst is ClCCl. The product is [Cl:1][C:2]1[CH:3]=[C:4]([NH:17][C:18]2[C:23]([C:24]#[C:25][C:26]3[O:30][C:29]([CH2:31][NH:52][CH2:51][CH2:50][C:49]#[N:48])=[CH:28][CH:27]=3)=[CH:22][N:21]=[CH:20][N:19]=2)[CH:5]=[CH:6][C:7]=1[O:8][CH2:9][C:10]1[CH:15]=[CH:14][CH:13]=[C:12]([F:16])[CH:11]=1. The yield is 0.500. (5) The catalyst is N1C=CC=CC=1. The yield is 0.430. The reactants are [C@H:1]1([NH:10][C:11]2[CH:20]=[CH:19][C:18]3[C:13](=[CH:14][CH:15]=[C:16]([NH2:21])[CH:17]=3)[N:12]=2)[C:9]2[C:4](=[CH:5][CH:6]=[CH:7][CH:8]=2)[CH2:3][CH2:2]1.[CH3:22][N:23]([CH3:28])[S:24](Cl)(=[O:26])=[O:25].O. The product is [C@H:1]1([NH:10][C:11]2[CH:20]=[CH:19][C:18]3[C:13](=[CH:14][CH:15]=[C:16]([NH:21][S:24]([N:23]([CH3:28])[CH3:22])(=[O:26])=[O:25])[CH:17]=3)[N:12]=2)[C:9]2[C:4](=[CH:5][CH:6]=[CH:7][CH:8]=2)[CH2:3][CH2:2]1. (6) The reactants are CS(O[CH2:6][C@H:7]1[CH2:19][N:10]2[C:11]3[CH:12]=[CH:13][C:14]([Br:18])=[CH:15][C:16]=3[CH:17]=[C:9]2[C@H:8]1[N:20]([CH2:22][C:23]1[CH:28]=[CH:27][CH:26]=[CH:25][CH:24]=1)[CH3:21])(=O)=O.[N-]=[N+]=[N-].[Na+].C1(P(C2C=CC=CC=2)C2C=CC=CC=2)C=CC=CC=1.C([N:54](CC)CC)C.[C:59]([O:63][C:64]([O:66]C(OC(C)(C)C)=O)=O)([CH3:62])([CH3:61])[CH3:60]. The catalyst is CN(C=O)C.O. The product is [CH2:22]([N:20]([CH3:21])[C@@H:8]1[C:9]2=[CH:17][C:16]3[CH:15]=[C:14]([Br:18])[CH:13]=[CH:12][C:11]=3[N:10]2[CH2:19][C@@H:7]1[CH2:6][NH:54][C:64](=[O:66])[O:63][C:59]([CH3:62])([CH3:61])[CH3:60])[C:23]1[CH:28]=[CH:27][CH:26]=[CH:25][CH:24]=1. The yield is 0.350. (7) The reactants are Br[C:2]1[CH:3]=[N:4][C:5]([C:8]2[CH:13]=[CH:12][CH:11]=[C:10]([C:14]3[CH:15]=[N:16][N:17]([CH3:19])[CH:18]=3)[CH:9]=2)=[N:6][CH:7]=1.[B:20]1([B:20]2[O:24][C:23]([CH3:26])([CH3:25])[C:22]([CH3:28])([CH3:27])[O:21]2)[O:24][C:23]([CH3:26])([CH3:25])[C:22]([CH3:28])([CH3:27])[O:21]1.C([O-])(=O)C.[K+].C(Cl)Cl. The catalyst is C1OCCOC1.C([O-])(O)=O.[Na+]. The product is [CH3:19][N:17]1[CH:18]=[C:14]([C:10]2[CH:9]=[C:8]([C:5]3[N:4]=[CH:3][C:2]([B:20]4[O:24][C:23]([CH3:26])([CH3:25])[C:22]([CH3:28])([CH3:27])[O:21]4)=[CH:7][N:6]=3)[CH:13]=[CH:12][CH:11]=2)[CH:15]=[N:16]1. The yield is 0.890. (8) The reactants are [NH2:1][C:2]1[CH:7]=[CH:6][C:5]([N+:8]([O-])=O)=[CH:4][C:3]=1[S:11]([NH2:14])(=[O:13])=[O:12]. The catalyst is O1CCCC1.CO.[Ni]. The product is [NH2:1][C:2]1[CH:7]=[CH:6][C:5]([NH2:8])=[CH:4][C:3]=1[S:11]([NH2:14])(=[O:12])=[O:13]. The yield is 0.838.